This data is from Reaction yield outcomes from USPTO patents with 853,638 reactions. The task is: Predict the reaction yield, written as a fraction of the theoretical maximum amount of product (1.0 means a 100% yield; for example, 0.34 means a 34% yield). (1) The reactants are [Cl:1][C:2]1[CH:7]=[CH:6][C:5]([NH:8][S:9]([C:12]([F:15])([F:14])[F:13])(=[O:11])=[O:10])=[C:4]([C:16](=[N:19][O:20][CH2:21][C:22]2[CH:27]=[CH:26][C:25]([Cl:28])=[CH:24][CH:23]=2)[CH2:17][CH3:18])[CH:3]=1.C([O-])([O-])=O.[K+].[K+].[C:35](Cl)(=[O:37])[CH3:36]. The catalyst is CC(C)=O. The product is [C:35]([N:8]([C:5]1[CH:6]=[CH:7][C:2]([Cl:1])=[CH:3][C:4]=1[C:16](=[N:19][O:20][CH2:21][C:22]1[CH:23]=[CH:24][C:25]([Cl:28])=[CH:26][CH:27]=1)[CH2:17][CH3:18])[S:9]([C:12]([F:15])([F:14])[F:13])(=[O:10])=[O:11])(=[O:37])[CH3:36]. The yield is 0.950. (2) The reactants are [CH3:1][O:2][C:3]([C:5]1[CH:9]=[C:8]([C:10]2[CH:15]=[CH:14][CH:13]=[CH:12][CH:11]=2)[NH:7][N:6]=1)=[O:4].[H-].[Na+].[CH3:18][Si:19]([CH2:22][CH2:23][O:24][CH2:25]Cl)([CH3:21])[CH3:20]. The catalyst is C1COCC1.CCOC(C)=O. The product is [C:10]1([C:8]2[N:7]([CH2:25][O:24][CH2:23][CH2:22][Si:19]([CH3:21])([CH3:20])[CH3:18])[N:6]=[C:5]([C:3]([O:2][CH3:1])=[O:4])[CH:9]=2)[CH:15]=[CH:14][CH:13]=[CH:12][CH:11]=1. The yield is 0.920. (3) The product is [CH2:23]([N:8]([CH2:7][C:6]1[CH:5]=[CH:4][C:3]([O:2][CH3:1])=[CH:22][CH:21]=1)[S:9]([C:12]1[CH:20]=[CH:19][C:15]([C:16]([O:18][CH2:7][C:6]2[CH:21]=[CH:22][CH:3]=[CH:4][CH:5]=2)=[O:17])=[CH:14][CH:13]=1)(=[O:11])=[O:10])[C:24]1[CH:29]=[CH:28][CH:27]=[CH:26][CH:25]=1. The reactants are [CH3:1][O:2][C:3]1[CH:22]=[CH:21][C:6]([CH2:7][NH:8][S:9]([C:12]2[CH:20]=[CH:19][C:15]([C:16]([OH:18])=[O:17])=[CH:14][CH:13]=2)(=[O:11])=[O:10])=[CH:5][CH:4]=1.[CH2:23](Br)[C:24]1[CH:29]=[CH:28][CH:27]=[CH:26][CH:25]=1.C(=O)([O-])[O-].[Cs+].[Cs+]. The catalyst is CN(C=O)C.O. The yield is 0.730. (4) The yield is 0.870. The reactants are [Cl:1][C:2]1[CH:3]=[C:4]([C@H:9]([O:23][CH2:24][C:25]#[N:26])[C@@H:10]2[CH2:15][CH2:14][CH2:13][N:12]([C:16]([O:18][C:19]([CH3:22])([CH3:21])[CH3:20])=[O:17])[CH2:11]2)[CH:5]=[CH:6][C:7]=1[F:8].S(C)C.CO. The product is [NH2:26][CH2:25][CH2:24][O:23][C@@H:9]([C:4]1[CH:5]=[CH:6][C:7]([F:8])=[C:2]([Cl:1])[CH:3]=1)[C@@H:10]1[CH2:15][CH2:14][CH2:13][N:12]([C:16]([O:18][C:19]([CH3:22])([CH3:21])[CH3:20])=[O:17])[CH2:11]1. The catalyst is C1COCC1.